Dataset: Forward reaction prediction with 1.9M reactions from USPTO patents (1976-2016). Task: Predict the product of the given reaction. (1) Given the reactants [OH:1][CH:2]1[CH2:5][N:4]([C:6]([N:8]2[CH2:13][CH:12]([C:14]3[CH:19]=[CH:18][C:17]([C:20]([F:23])([F:22])[F:21])=[CH:16][CH:15]=3)[CH2:11][CH:10]([C:24](O)=[O:25])[CH2:9]2)=[O:7])[CH2:3]1.[CH2:27]([O:29][CH2:30][CH2:31][C:32](=[N:34]O)[NH2:33])[CH3:28], predict the reaction product. The product is: [CH2:27]([O:29][CH2:30][CH2:31][C:32]1[N:34]=[C:24]([CH:10]2[CH2:11][CH:12]([C:14]3[CH:15]=[CH:16][C:17]([C:20]([F:23])([F:21])[F:22])=[CH:18][CH:19]=3)[CH2:13][N:8]([C:6]([N:4]3[CH2:5][CH:2]([OH:1])[CH2:3]3)=[O:7])[CH2:9]2)[O:25][N:33]=1)[CH3:28]. (2) Given the reactants ClS(O)(=O)=O.[N+:6]([C:9]1[CH:25]=[CH:24][C:12]([O:13]/[C:14](=[CH:19]\[C:20]([O:22]C)=O)/[C:15]([O:17][CH3:18])=[O:16])=[CH:11][CH:10]=1)([O-:8])=[O:7].[N+](C1C=CC(O/C(=C/C(OC)=O)/C(OC)=O)=CC=1)([O-])=O, predict the reaction product. The product is: [N+:6]([C:9]1[CH:10]=[CH:11][C:12]2[O:13][C:14]([C:15]([O:17][CH3:18])=[O:16])=[CH:19][C:20](=[O:22])[C:24]=2[CH:25]=1)([O-:8])=[O:7].